Dataset: Full USPTO retrosynthesis dataset with 1.9M reactions from patents (1976-2016). Task: Predict the reactants needed to synthesize the given product. Given the product [CH3:77][O:76][C:75]([NH:74][C@H:69]([C:68]([N:64]1[CH2:65][CH2:66][CH2:67][C@H:63]1[C:61]1[NH:62][C:58]([C:43]2[CH:44]=[C:45]3[CH2:46][O:47][C:34]4[CH:33]=[C:32]5[C:37]([CH:38]=[CH:39][C:29]6[N:28]=[C:27]([C@@H:17]7[CH2:16][C@H:15]([CH2:14][O:13][CH3:12])[CH2:19][N:18]7[C:20]([O:22][C:23]([CH3:24])([CH3:25])[CH3:26])=[O:21])[NH:31][C:30]=65)=[CH:36][C:35]=4[C:40]3=[CH:41][CH:42]=2)=[CH:59][N:60]=1)=[O:79])[C@@H:70]([CH3:71])[O:72][CH3:73])=[O:78], predict the reactants needed to synthesize it. The reactants are: COCC1CN(C([O-])=O)CC1.[CH3:12][O:13][CH2:14][CH:15]1[CH2:19][N:18]([C:20]([O:22][C:23]([CH3:26])([CH3:25])[CH3:24])=[O:21])[CH:17]([C:27]2[NH:31][C:30]3[C:32]4[C:37]([CH:38]=[CH:39][C:29]=3[N:28]=2)=[CH:36][C:35]2[C:40]3[C:45]([CH2:46][O:47][C:34]=2[CH:33]=4)=[CH:44][C:43](B2OC(C)(C)C(C)(C)O2)=[CH:42][CH:41]=3)[CH2:16]1.Br[C:58]1[NH:62][C:61]([C@@H:63]2[CH2:67][CH2:66][CH2:65][N:64]2[C:68](=[O:79])[C@@H:69]([NH:74][C:75](=[O:78])[O:76][CH3:77])[C@H:70]([O:72][CH3:73])[CH3:71])=[N:60][CH:59]=1.C(=O)([O-])[O-].[K+].[K+].